Dataset: hERG potassium channel inhibition data for cardiac toxicity prediction from Karim et al.. Task: Regression/Classification. Given a drug SMILES string, predict its toxicity properties. Task type varies by dataset: regression for continuous values (e.g., LD50, hERG inhibition percentage) or binary classification for toxic/non-toxic outcomes (e.g., AMES mutagenicity, cardiotoxicity, hepatotoxicity). Dataset: herg_karim. (1) The drug is Cc1cnc(-c2nnc(SCCCN3CCc4ccc5oc(C(F)(F)F)nc5c4CC3)n2C)cn1. The result is 1 (blocker). (2) The drug is Cn1ccc(NC(=O)c2cc(Oc3ccc(C(=O)N4CCC4)cc3)cc(OC(CF)CF)c2)n1. The result is 0 (non-blocker). (3) The molecule is COc1ccc2ncc(F)c([C@@H](O)CC[C@@H]3CCN(CCSc4cccs4)C[C@@H]3C(=O)O)c2c1. The result is 0 (non-blocker). (4) The molecule is CN1C[C@@H]2C[C@H]1CN2c1ccc(-c2cccc3[nH]ccc23)nc1. The result is 0 (non-blocker). (5) The compound is CN1C[C@@H]2C[C@H]1CN2c1ncc(-c2ccc3occc3c2)cn1. The result is 1 (blocker). (6) The drug is O=C(/C=C/c1ccc(CNCCc2c[nH]c3ccncc23)cc1)NO. The result is 0 (non-blocker). (7) The drug is CN(C)c1ccc(-c2nc3c(N4CCN(CC(=O)Nc5nccs5)CC4)c(Cl)cnc3[nH]2)cc1. The result is 0 (non-blocker). (8) The compound is COc1cc(C)c(Sc2cnc(NC(=O)c3ccc(CNC(C)C(C)C)cc3)s2)cc1C(=O)N1CCN(C(C)=O)CC1. The result is 0 (non-blocker). (9) The compound is Cn1c(CCCCCN2CC3C[C@]3(c3ccc(C(F)(F)F)cc3)C2)nnc1-c1ccccc1Cl. The result is 1 (blocker). (10) The compound is CN1CCC[C@@H]1Cn1nc(Cc2ccc(Cl)cc2)c2cccnc2c1=O. The result is 1 (blocker).